From a dataset of Forward reaction prediction with 1.9M reactions from USPTO patents (1976-2016). Predict the product of the given reaction. (1) Given the reactants [F:1][C:2]([F:18])([F:17])[C:3]1[CH:8]=[CH:7][C:6]([C:9]2[CH:10]=[C:11]([CH:14]=[CH:15][N:16]=2)[C:12]#[N:13])=[CH:5][CH:4]=1.[H][H], predict the reaction product. The product is: [F:17][C:2]([F:1])([F:18])[C:3]1[CH:8]=[CH:7][C:6]([C:9]2[CH:10]=[C:11]([CH2:12][NH2:13])[CH:14]=[CH:15][N:16]=2)=[CH:5][CH:4]=1. (2) Given the reactants C([C:3](=[C:9]([C:17]1[CH:22]=[CH:21][CH:20]=[CH:19][C:18]=1[CH3:23])[C:10]1[CH:15]=[CH:14][CH:13]=[CH:12][C:11]=1[CH3:16])[C:4]([O:6]CC)=[O:5])#N, predict the reaction product. The product is: [C:11]1([CH3:16])[CH:12]=[CH:13][CH:14]=[CH:15][C:10]=1[CH:9]([C:17]1[CH:22]=[CH:21][CH:20]=[CH:19][C:18]=1[CH3:23])[CH2:3][C:4]([OH:6])=[O:5]. (3) Given the reactants O1CCCCC1[O:7][C:8]1[CH:33]=[CH:32][C:11]([CH:12]=[CH:13][C:14]([O:16][C@@H:17]2[CH:21]3[O:22][CH2:23][C@@H:24]([O:25]C4CCCCO4)[CH:20]3[O:19][CH2:18]2)=[O:15])=[CH:10][CH:9]=1.C1(C)C=CC(S([O-])(=O)=O)=CC=1.[NH+]1C=CC=CC=1.C(O)C, predict the reaction product. The product is: [OH:7][C:8]1[CH:9]=[CH:10][C:11]([CH:12]=[CH:13][C:14]([O:16][C@@H:17]2[CH:21]3[O:22][CH2:23][C@@H:24]([OH:25])[CH:20]3[O:19][CH2:18]2)=[O:15])=[CH:32][CH:33]=1. (4) Given the reactants [Cl:1][C:2]1[CH:7]=[CH:6][CH:5]=[CH:4][C:3]=1[C@@H:8]([OH:14])[CH2:9][O:10]C(=O)N.ClC1C=CC=CC=1C(O)CO.[CH:26]([NH2:28])=[O:27], predict the reaction product. The product is: [Cl:1][C:2]1[CH:7]=[CH:6][CH:5]=[CH:4][C:3]=1[CH:8]([O:14][C:26](=[O:27])[NH2:28])[CH2:9][OH:10]. (5) Given the reactants NCCCN(C1C=C(C)N=C(N2C=CN=C2)N=1)[CH2:6][C:7]([NH:9][CH2:10][CH2:11][C:12]1[CH:17]=[CH:16][C:15]([O:18][CH3:19])=[CH:14][CH:13]=1)=[O:8].O.[O-]C#N.[K+], predict the reaction product. The product is: [CH3:19][O:18][C:15]1[CH:14]=[CH:13][C:12]([CH2:11][CH2:10][NH:9][C:7](=[O:8])[CH3:6])=[CH:17][CH:16]=1. (6) Given the reactants [CH2:1]([O:3][C:4](=[O:32])[CH:5]([NH2:31])[CH2:6][C:7]1[C:12]2[S:13][CH:14]=[CH:15][C:11]=2[C:10]([O:16][CH2:17][CH2:18][C:19]2[N:20]=[C:21]([C:25]3[CH:30]=[CH:29][CH:28]=[CH:27][CH:26]=3)[O:22][C:23]=2[CH3:24])=[CH:9][CH:8]=1)[CH3:2].[F:33][C:34]([F:48])([F:47])[C:35]1[CH:40]=[CH:39][C:38]([C:41](=[O:46])[CH2:42][C:43](=O)[CH3:44])=[CH:37][CH:36]=1.C1(C)C=CC(S(O)(=O)=O)=CC=1, predict the reaction product. The product is: [CH2:1]([O:3][C:4](=[O:32])[CH:5]([NH:31]/[C:43](/[CH3:44])=[CH:42]\[C:41](=[O:46])[C:38]1[CH:39]=[CH:40][C:35]([C:34]([F:33])([F:47])[F:48])=[CH:36][CH:37]=1)[CH2:6][C:7]1[C:12]2[S:13][CH:14]=[CH:15][C:11]=2[C:10]([O:16][CH2:17][CH2:18][C:19]2[N:20]=[C:21]([C:25]3[CH:30]=[CH:29][CH:28]=[CH:27][CH:26]=3)[O:22][C:23]=2[CH3:24])=[CH:9][CH:8]=1)[CH3:2].